Dataset: Reaction yield outcomes from USPTO patents with 853,638 reactions. Task: Predict the reaction yield, written as a fraction of the theoretical maximum amount of product (1.0 means a 100% yield; for example, 0.34 means a 34% yield). (1) The product is [Br:30][C:8]1[C:7](=[O:14])[N:6]([CH2:15][C:16]2[CH:17]=[CH:18][C:19]([C:22]3[C:23]([C:28]#[N:29])=[CH:24][CH:25]=[CH:26][CH:27]=3)=[CH:20][CH:21]=2)[C:5]([CH2:1][CH2:2][CH2:3][CH3:4])=[N:10][C:9]=1[CH:11]1[CH2:13][CH2:12]1. The reactants are [CH2:1]([C:5]1[N:6]([CH2:15][C:16]2[CH:21]=[CH:20][C:19]([C:22]3[C:23]([C:28]#[N:29])=[CH:24][CH:25]=[CH:26][CH:27]=3)=[CH:18][CH:17]=2)[C:7](=[O:14])[CH:8]=[C:9]([CH:11]2[CH2:13][CH2:12]2)[N:10]=1)[CH2:2][CH2:3][CH3:4].[Br:30]Br. The catalyst is C(O)(=O)C.C(OCC)(=O)C. The yield is 0.800. (2) The product is [CH3:24][NH:26][C:10](=[O:12])[C:5]1[C:4]([N+:1]([O-:3])=[O:2])=[CH:9][CH:8]=[CH:7][N:6]=1. The reactants are [N+:1]([C:4]1[C:5]([C:10]([OH:12])=O)=[N:6][CH:7]=[CH:8][CH:9]=1)([O-:3])=[O:2].Cl.CN.C(Cl)CCl.C1C=CC2N(O)N=[N:26][C:24]=2C=1.CCN(C(C)C)C(C)C. The catalyst is CN(C=O)C. The yield is 0.320.